This data is from Peptide-MHC class I binding affinity with 185,985 pairs from IEDB/IMGT. The task is: Regression. Given a peptide amino acid sequence and an MHC pseudo amino acid sequence, predict their binding affinity value. This is MHC class I binding data. (1) The peptide sequence is DAYGFHNYK. The MHC is HLA-A69:01 with pseudo-sequence HLA-A69:01. The binding affinity (normalized) is 0.0847. (2) The peptide sequence is RGRAATMAL. The MHC is HLA-B27:05 with pseudo-sequence HLA-B27:05. The binding affinity (normalized) is 0.0847.